The task is: Predict the product of the given reaction.. This data is from Forward reaction prediction with 1.9M reactions from USPTO patents (1976-2016). (1) Given the reactants [C:1]([C:3]1[CH:8]=[CH:7][C:6]([C:9]([F:12])([F:11])[F:10])=[CH:5][CH:4]=1)#[CH:2].[CH3:13][O:14][C:15](=[O:45])[CH2:16][O:17][C:18]1[CH:23]=[CH:22][C:21]([O:24][CH2:25][C:26]#[C:27][C:28]2[CH:33]=[C:32]([C:34]#[C:35][CH2:36][N:37]3[CH2:42][CH2:41][O:40][CH2:39][CH2:38]3)[CH:31]=[C:30](Br)[CH:29]=2)=[CH:20][C:19]=1[CH3:44], predict the reaction product. The product is: [CH3:13][O:14][C:15](=[O:45])[CH2:16][O:17][C:18]1[CH:23]=[CH:22][C:21]([O:24][CH2:25][C:26]#[C:27][C:28]2[CH:29]=[C:30]([C:2]#[C:1][C:3]3[CH:8]=[CH:7][C:6]([C:9]([F:10])([F:11])[F:12])=[CH:5][CH:4]=3)[CH:31]=[C:32]([C:34]#[C:35][CH2:36][N:37]3[CH2:42][CH2:41][O:40][CH2:39][CH2:38]3)[CH:33]=2)=[CH:20][C:19]=1[CH3:44]. (2) Given the reactants [CH3:1][C:2]1([CH3:13])[NH:7][C:6](=O)[C:5]2[CH:9]=[CH:10][CH:11]=[CH:12][C:4]=2[O:3]1.P(Cl)(Cl)(Cl)(Cl)[Cl:15], predict the reaction product. The product is: [Cl:15][C:6]1[C:5]2[CH:9]=[CH:10][CH:11]=[CH:12][C:4]=2[O:3][C:2]([CH3:13])([CH3:1])[N:7]=1. (3) Given the reactants Br[C:2]1[C:3]2[CH:4]=[CH:5][C:6]3[N:7]([CH:15]=[C:16]([C:18]4[O:19][CH:20]=[N:21][N:22]=4)[N:17]=3)[C:8]=2[N:9]=[C:10]([CH:12]([CH3:14])[CH3:13])[CH:11]=1.[O-]P([O-])([O-])=O.[K+].[K+].[K+].[C:31]1(B(O)O)[CH:36]=[CH:35][CH:34]=[CH:33][CH:32]=1, predict the reaction product. The product is: [C:31]1([C:2]2[C:3]3[CH:4]=[CH:5][C:6]4[N:7]([CH:15]=[C:16]([C:18]5[O:19][CH:20]=[N:21][N:22]=5)[N:17]=4)[C:8]=3[N:9]=[C:10]([CH:12]([CH3:14])[CH3:13])[CH:11]=2)[CH:36]=[CH:35][CH:34]=[CH:33][CH:32]=1. (4) Given the reactants [Br:1][C:2]1[CH:10]=[CH:9][C:5]([C:6](Cl)=[O:7])=[CH:4][CH:3]=1.[CH3:11][O:12][C:13](=[O:19])[CH:14]=[C:15]([NH:17][CH3:18])[CH3:16].N1C=CC=CC=1.Cl.N1C=CC=CC=1, predict the reaction product. The product is: [CH3:11][O:12][C:13](=[O:19])[CH:14]([C:6](=[O:7])[C:5]1[CH:9]=[CH:10][C:2]([Br:1])=[CH:3][CH:4]=1)/[C:15](=[N:17]/[CH3:18])/[CH3:16]. (5) Given the reactants [C:1]1(=[O:7])[CH2:6][CH2:5][CH2:4][CH2:3][CH2:2]1.[CH:8](OCC)=[O:9].[O-]CC.[Na+:16], predict the reaction product. The product is: [O:7]=[C:1]1[CH2:6][CH2:5][CH2:4][CH2:3][C:2]1=[CH:8][O-:9].[Na+:16]. (6) Given the reactants [F:1][C:2]1[CH:3]=[C:4]([CH:23]=[CH:24][C:25]=1[F:26])[CH2:5][N:6]1[C:10]2=[N:11][C:12]([CH3:22])=[C:13]([C@H:16]([OH:21])[C:17]([O:19][CH3:20])=[O:18])[C:14]([I:15])=[C:9]2[CH:8]=[CH:7]1.C(O[C:31]([CH3:34])([CH3:33])[CH3:32])(=O)C.Cl(O)(=O)(=O)=O, predict the reaction product. The product is: [C:31]([O:21][C@@H:16]([C:13]1[C:14]([I:15])=[C:9]2[CH:8]=[CH:7][N:6]([CH2:5][C:4]3[CH:23]=[CH:24][C:25]([F:26])=[C:2]([F:1])[CH:3]=3)[C:10]2=[N:11][C:12]=1[CH3:22])[C:17]([O:19][CH3:20])=[O:18])([CH3:34])([CH3:33])[CH3:32]. (7) Given the reactants [CH2:1]([N:8]1[C:16]2[C:11](=[CH:12][C:13]([NH:17][C:18]3[CH:23]=[CH:22][C:21]([Cl:24])=[CH:20][C:19]=3[C:25]([O:27][CH3:28])=[O:26])=[CH:14][CH:15]=2)[CH:10]=[C:9]1[C:29](O)=[O:30])[C:2]1[CH:7]=[CH:6][CH:5]=[CH:4][CH:3]=1.Cl.CN.F[P-](F)(F)(F)(F)F.[N:42]1(OC(N(C)C)=[N+](C)C)[C:46]2N=CC=CC=2N=N1.Cl, predict the reaction product. The product is: [CH2:1]([N:8]1[C:16]2[C:11](=[CH:12][C:13]([NH:17][C:18]3[CH:23]=[CH:22][C:21]([Cl:24])=[CH:20][C:19]=3[C:25]([O:27][CH3:28])=[O:26])=[CH:14][CH:15]=2)[CH:10]=[C:9]1[C:29](=[O:30])[NH:42][CH3:46])[C:2]1[CH:3]=[CH:4][CH:5]=[CH:6][CH:7]=1.